Task: Predict the product of the given reaction.. Dataset: Forward reaction prediction with 1.9M reactions from USPTO patents (1976-2016) Given the reactants [CH:1]1([N:5]2[CH2:10][CH2:9][N:8]([C:11]([C@H:13]3[CH2:18][CH2:17][C@H:16]([OH:19])[CH2:15][CH2:14]3)=[O:12])[CH2:7][CH2:6]2)[CH2:4][CH2:3][CH2:2]1.[H-].[Na+].Cl[C:23]1[CH:30]=[CH:29][C:26]([C:27]#[N:28])=[CH:25][N:24]=1.C([O-])(O)=O.[Na+], predict the reaction product. The product is: [CH:1]1([N:5]2[CH2:10][CH2:9][N:8]([C:11]([C@H:13]3[CH2:18][CH2:17][C@H:16]([O:19][C:23]4[CH:30]=[CH:29][C:26]([C:27]#[N:28])=[CH:25][N:24]=4)[CH2:15][CH2:14]3)=[O:12])[CH2:7][CH2:6]2)[CH2:4][CH2:3][CH2:2]1.